Dataset: Full USPTO retrosynthesis dataset with 1.9M reactions from patents (1976-2016). Task: Predict the reactants needed to synthesize the given product. Given the product [NH2:11][C:2]1[S:1][C:5]2[CH:6]=[C:7]([NH:10][C:22]([C:12]34[CH2:21][CH:16]5[CH2:15][CH:14]([CH2:20][CH:18]([CH2:17]5)[CH2:19]3)[CH2:13]4)=[O:23])[CH:8]=[CH:9][C:4]=2[N:3]=1, predict the reactants needed to synthesize it. The reactants are: [S:1]1[C:5]2[CH:6]=[C:7]([NH2:10])[CH:8]=[CH:9][C:4]=2[N:3]=[C:2]1[NH2:11].[C:12]12([C:22](O)=[O:23])[CH2:21][CH:16]3[CH2:17][CH:18]([CH2:20][CH:14]([CH2:15]3)[CH2:13]1)[CH2:19]2.C1C=NC2N(O)N=NC=2C=1.C(N(C(C)C)CC)(C)C.